Dataset: Forward reaction prediction with 1.9M reactions from USPTO patents (1976-2016). Task: Predict the product of the given reaction. (1) Given the reactants C1N=C[N:3](C(N2C=NC=C2)=O)C=1.[Br:13][C:14]1[CH:15]=[C:16]([CH:20]=[C:21]([CH3:23])[CH:22]=1)[C:17](O)=[O:18].N, predict the reaction product. The product is: [Br:13][C:14]1[CH:15]=[C:16]([CH:20]=[C:21]([CH3:23])[CH:22]=1)[C:17]([NH2:3])=[O:18]. (2) Given the reactants [C:1](Cl)(=[O:3])[CH3:2].[CH:5]([NH:8][C:9]1[C:14]([C:15]([NH:17][NH2:18])=[O:16])=[CH:13][N:12]=[C:11]([C:19]2[CH:24]=[CH:23][CH:22]=[C:21]([C:25]3[CH:26]=[N:27][N:28]([CH3:30])[CH:29]=3)[CH:20]=2)[N:10]=1)([CH3:7])[CH3:6], predict the reaction product. The product is: [C:1]([NH:18][NH:17][C:15]([C:14]1[C:9]([NH:8][CH:5]([CH3:7])[CH3:6])=[N:10][C:11]([C:19]2[CH:24]=[CH:23][CH:22]=[C:21]([C:25]3[CH:26]=[N:27][N:28]([CH3:30])[CH:29]=3)[CH:20]=2)=[N:12][CH:13]=1)=[O:16])(=[O:3])[CH3:2]. (3) Given the reactants C([O:3][C:4](=O)[C:5]([O:8][CH2:9][CH:10]=[CH2:11])([CH3:7])[CH3:6])C.[BH4-].[Li+].[Cl-].[NH4+].Cl, predict the reaction product. The product is: [CH2:9]([O:8][C:5]([CH3:7])([CH3:6])[CH2:4][OH:3])[CH:10]=[CH2:11]. (4) Given the reactants [Br:1][C:2]1[CH:3]=[N:4][C:5]([C:8]2[CH:9]=[C:10]([CH2:14]O)[CH:11]=[CH:12][CH:13]=2)=[N:6][CH:7]=1.S(Cl)([Cl:18])=O, predict the reaction product. The product is: [Br:1][C:2]1[CH:3]=[N:4][C:5]([C:8]2[CH:13]=[CH:12][CH:11]=[C:10]([CH2:14][Cl:18])[CH:9]=2)=[N:6][CH:7]=1. (5) Given the reactants [NH:1]1[C:9]2[C:4](=[CH:5][CH:6]=[CH:7][CH:8]=2)[C:3]([CH2:10][C@@H:11]([NH:24]C(=O)OC(C)(C)C)[C:12]2[NH:13][CH:14]=[C:15]([C:17]3[CH:22]=[CH:21][C:20]([F:23])=[CH:19][CH:18]=3)[N:16]=2)=[CH:2]1.[C:32]1([CH3:42])[CH:37]=[CH:36][C:35]([S:38]([OH:41])(=[O:40])=[O:39])=[CH:34][CH:33]=1, predict the reaction product. The product is: [S:38]([C:35]1[CH:36]=[CH:37][C:32]([CH3:42])=[CH:33][CH:34]=1)([OH:41])(=[O:40])=[O:39].[S:38]([C:35]1[CH:36]=[CH:37][C:32]([CH3:42])=[CH:33][CH:34]=1)([OH:41])(=[O:40])=[O:39].[NH:1]1[C:9]2[C:4](=[CH:5][CH:6]=[CH:7][CH:8]=2)[C:3]([CH2:10][C@@H:11]([NH2:24])[C:12]2[NH:13][CH:14]=[C:15]([C:17]3[CH:22]=[CH:21][C:20]([F:23])=[CH:19][CH:18]=3)[N:16]=2)=[CH:2]1. (6) Given the reactants [CH3:1][O:2][C:3](=[O:18])[C:4]1[CH:9]=[CH:8][C:7]([CH3:10])=[CH:6][C:5]=1[O:11][CH2:12][CH2:13][CH2:14][CH2:15][O:16][CH3:17].Br[N:20]1[C:24](=O)[CH2:23][CH2:22][C:21]1=O.C(OOC(=O)C1C=CC=CC=1)(=[O:34])C1C=CC=CC=1, predict the reaction product. The product is: [CH3:1][O:2][C:3](=[O:18])[C:4]1[CH:9]=[CH:8][C:7]([CH2:10][N:20]2[CH2:24][CH2:23][O:34][CH2:22][CH2:21]2)=[CH:6][C:5]=1[O:11][CH2:12][CH2:13][CH2:14][CH2:15][O:16][CH3:17]. (7) Given the reactants [Cl:1][C:2]1[N:3]=[C:4]2[C:10](=[CH:11][N:12]=1)[N:9]([CH3:13])[C:8](=[O:14])[CH2:7][CH2:6][N:5]2[CH2:15][C:16]#C.BrCC[F:21].CN(C=O)C, predict the reaction product. The product is: [Cl:1][C:2]1[N:3]=[C:4]2[C:10]([N:9]([CH3:13])[C:8](=[O:14])[CH2:7][CH2:6][N:5]2[CH2:15][CH2:16][F:21])=[CH:11][N:12]=1.